This data is from Peptide-MHC class I binding affinity with 185,985 pairs from IEDB/IMGT. The task is: Regression. Given a peptide amino acid sequence and an MHC pseudo amino acid sequence, predict their binding affinity value. This is MHC class I binding data. The peptide sequence is AISYCRAFI. The MHC is HLA-A68:02 with pseudo-sequence HLA-A68:02. The binding affinity (normalized) is 0.576.